This data is from hERG Central: cardiac toxicity at 1µM, 10µM, and general inhibition. The task is: Predict hERG channel inhibition at various concentrations. (1) The molecule is CCC1CCCCN1CCCNC(=O)c1ccc(CS(=O)(=O)c2ccc(Br)cc2)o1. Results: hERG_inhib (hERG inhibition (general)): blocker. (2) The molecule is Cc1cc(OCC(=O)NCc2ccncc2)c2c3c(c(=O)oc2c1)CCCC3. Results: hERG_inhib (hERG inhibition (general)): blocker. (3) The compound is Cc1ccc(C(=O)N/C(=C\c2ccccc2)C(=O)NCCCn2ccnc2)cc1. Results: hERG_inhib (hERG inhibition (general)): blocker.